The task is: Regression. Given a peptide amino acid sequence and an MHC pseudo amino acid sequence, predict their binding affinity value. This is MHC class I binding data.. This data is from Peptide-MHC class I binding affinity with 185,985 pairs from IEDB/IMGT. The peptide sequence is NNIIKFETM. The MHC is HLA-B08:01 with pseudo-sequence HLA-B08:01. The binding affinity (normalized) is 0.558.